From a dataset of Catalyst prediction with 721,799 reactions and 888 catalyst types from USPTO. Predict which catalyst facilitates the given reaction. (1) Reactant: C([O:3][C:4](=O)[CH:5]=[C:6]([CH3:11])[C:7]([F:10])([F:9])[F:8])C.O.[NH2:14][NH2:15]. Product: [CH3:11][C:6]1([C:7]([F:10])([F:9])[F:8])[NH:15][NH:14][C:4](=[O:3])[CH2:5]1. The catalyst class is: 8. (2) Reactant: [C:1]([O:5][C:6]([NH:8][C:9]1[CH:14]=[CH:13][N:12]([CH2:15][CH2:16][CH:17]([F:27])[CH2:18][N:19]2[CH:23]=[C:22]([C:24](O)=[O:25])[N:21]=[N:20]2)[C:11](=[O:28])[N:10]=1)=[O:7])([CH3:4])([CH3:3])[CH3:2].[F:29][C:30]([F:41])([F:40])[O:31][C:32]1[CH:33]=[C:34]([CH2:38][NH2:39])[CH:35]=[CH:36][CH:37]=1.CN(C(ON1N=NC2C=CC=NC1=2)=[N+](C)C)C.F[P-](F)(F)(F)(F)F.CCN(C(C)C)C(C)C. Product: [F:27][CH:17]([CH2:18][N:19]1[CH:23]=[C:22]([C:24](=[O:25])[NH:39][CH2:38][C:34]2[CH:35]=[CH:36][CH:37]=[C:32]([O:31][C:30]([F:29])([F:40])[F:41])[CH:33]=2)[N:21]=[N:20]1)[CH2:16][CH2:15][N:12]1[CH:13]=[CH:14][C:9]([NH:8][C:6](=[O:7])[O:5][C:1]([CH3:3])([CH3:2])[CH3:4])=[N:10][C:11]1=[O:28]. The catalyst class is: 18. (3) Reactant: [CH3:1][N:2]([CH3:23])[C:3]1[CH:4]=[CH:5][C:6]([C:13]2[S:14][C:15]3[CH:21]([OH:22])[CH2:20][CH2:19][CH2:18][C:16]=3[N:17]=2)=[C:7]([CH:12]=1)[C:8]([O:10]C)=[O:9].[Li+].[OH-].C(O)(=O)CC(CC(O)=O)(C(O)=O)O. Product: [CH3:1][N:2]([CH3:23])[C:3]1[CH:4]=[CH:5][C:6]([C:13]2[S:14][C:15]3[CH:21]([OH:22])[CH2:20][CH2:19][CH2:18][C:16]=3[N:17]=2)=[C:7]([CH:12]=1)[C:8]([OH:10])=[O:9]. The catalyst class is: 1. (4) Reactant: [Br:1][C:2]1[CH:3]=[N:4][C:5](Cl)=[C:6]([CH:9]=1)[C:7]#[N:8].Cl.[F:12][C@H:13]1[CH2:17][CH2:16][NH:15][CH2:14]1.CCN(C(C)C)C(C)C. Product: [Br:1][C:2]1[CH:3]=[N:4][C:5]([N:15]2[CH2:16][CH2:17][C@H:13]([F:12])[CH2:14]2)=[C:6]([CH:9]=1)[C:7]#[N:8]. The catalyst class is: 23. (5) Reactant: [C:1]([C:4]1[O:5][C:6]2[C:12]([O:13][CH3:14])=[CH:11][CH:10]=[C:9]([N:15]([C:23]3[CH:28]=[CH:27][C:26]([C:29](O)=[O:30])=[CH:25][CH:24]=3)[CH2:16][C:17]3[CH:18]=[N:19][CH:20]=[CH:21][CH:22]=3)[C:7]=2[CH:8]=1)(=[O:3])[CH3:2].[C:32]1([S:38]([NH2:41])(=[O:40])=[O:39])[CH:37]=[CH:36][CH:35]=[CH:34][CH:33]=1.CCN=C=NCCCN(C)C. Product: [C:1]([C:4]1[O:5][C:6]2[C:12]([O:13][CH3:14])=[CH:11][CH:10]=[C:9]([N:15]([C:23]3[CH:24]=[CH:25][C:26]([C:29]([NH:41][S:38]([C:32]4[CH:37]=[CH:36][CH:35]=[CH:34][CH:33]=4)(=[O:40])=[O:39])=[O:30])=[CH:27][CH:28]=3)[CH2:16][C:17]3[CH:18]=[N:19][CH:20]=[CH:21][CH:22]=3)[C:7]=2[CH:8]=1)(=[O:3])[CH3:2]. The catalyst class is: 166. (6) Reactant: C(=O)([O-])[O-].[Na+].[Na+].[C:7]1(C)C=CC=C[CH:8]=1.[C:14]([C:16]1[CH:17]=[C:18](B(O)O)[CH:19]=[CH:20][C:21]=1[C:22]1[CH:23]=[N:24][CH:25]=[CH:26][CH:27]=1)#[N:15].Cl[C:32]1[CH:33]=[C:34]([CH:38]=[CH:39][N:40]=1)[C:35]([OH:37])=[O:36]. Product: [C:14]([C:16]1[CH:17]=[C:18]([C:32]2[CH:33]=[C:34]([CH:38]=[CH:39][N:40]=2)[C:35]([O:37][CH2:7][CH3:8])=[O:36])[CH:19]=[CH:20][C:21]=1[C:22]1[CH:23]=[N:24][CH:25]=[CH:26][CH:27]=1)#[N:15]. The catalyst class is: 97. (7) Reactant: [F:1][C:2]([F:18])([F:17])[C:3]([C:5]1[C:13]2[C:8](=[CH:9][C:10]([N+:14]([O-:16])=[O:15])=[CH:11][CH:12]=2)[NH:7][CH:6]=1)=[O:4].[C:19]([Mg]Br)#[CH:20].[Cl-].[NH4+]. Product: [CH2:5]([N:7]1[C:8]2[C:13](=[CH:12][CH:11]=[C:10]([N+:14]([O-:16])=[O:15])[CH:9]=2)[C:5]([C:3]([OH:4])([C:19]#[CH:20])[C:2]([F:1])([F:17])[F:18])=[CH:6]1)[C:13]1[CH:8]=[CH:9][CH:10]=[CH:11][CH:12]=1. The catalyst class is: 7.